From a dataset of Forward reaction prediction with 1.9M reactions from USPTO patents (1976-2016). Predict the product of the given reaction. (1) The product is: [Cl:9][C:7]1[CH:6]=[CH:5][C:4]([N+:10]([O-:12])=[O:11])=[C:3]([CH:8]=1)[CH2:2][N:17]1[CH:18]=[C:14]([CH3:13])[CH:15]=[C:16]1[C:19]([O:21][CH2:22][CH3:23])=[O:20]. Given the reactants Br[CH2:2][C:3]1[CH:8]=[C:7]([Cl:9])[CH:6]=[CH:5][C:4]=1[N+:10]([O-:12])=[O:11].[CH3:13][C:14]1[CH:15]=[C:16]([C:19]([O:21][CH2:22][CH3:23])=[O:20])[NH:17][CH:18]=1.[OH-].[Na+], predict the reaction product. (2) Given the reactants [Si:1]([O:8][CH2:9][C:10]1([C:33](=O)[NH2:34])[CH2:14][N:13]([C:15]2[CH:16]=[N:17][N:18]3[CH2:23][C@H:22]([CH3:24])[N:21]([C:25]([O:27][C:28]([CH3:31])([CH3:30])[CH3:29])=[O:26])[CH2:20][C:19]=23)[C:12](=[O:32])[CH2:11]1)([C:4]([CH3:7])([CH3:6])[CH3:5])([CH3:3])[CH3:2].N1C=CC=CC=1.FC(F)(F)C(OC(=O)C(F)(F)F)=O, predict the reaction product. The product is: [Si:1]([O:8][CH2:9][C:10]1([C:33]#[N:34])[CH2:14][N:13]([C:15]2[CH:16]=[N:17][N:18]3[CH2:23][C@H:22]([CH3:24])[N:21]([C:25]([O:27][C:28]([CH3:31])([CH3:30])[CH3:29])=[O:26])[CH2:20][C:19]=23)[C:12](=[O:32])[CH2:11]1)([C:4]([CH3:6])([CH3:7])[CH3:5])([CH3:2])[CH3:3]. (3) Given the reactants [Cl:1][C:2]1[CH:7]=[CH:6][CH:5]=[C:4]([Cl:8])[C:3]=1[C:9]1[C:13]([C:14]([OH:16])=O)=[C:12]([CH3:17])[O:11][N:10]=1.[CH2:18]([N:20]([CH2:28][CH3:29])[C:21]1[CH:26]=[CH:25][CH:24]=[CH:23][C:22]=1N)[CH3:19].CC[N:32](CC)CC.CN(C(ON1N=NC2C=CC=CC1=2)=[N+](C)C)C.[B-](F)(F)(F)F, predict the reaction product. The product is: [Cl:8][C:4]1[CH:5]=[CH:6][CH:7]=[C:2]([Cl:1])[C:3]=1[C:9]1[C:13]([C:14]([NH:32][C:24]2[CH:25]=[CH:26][C:21]([N:20]([CH2:28][CH3:29])[CH2:18][CH3:19])=[CH:22][CH:23]=2)=[O:16])=[C:12]([CH3:17])[O:11][N:10]=1. (4) Given the reactants Cl.[CH:2]1([NH:8][C:9]2[C:14]([CH3:15])=[C:13]([CH3:16])[N:12]=[C:11]([NH:17][CH2:18][C:19]3[CH:24]=[CH:23][CH:22]=[CH:21][N:20]=3)[N:10]=2)[CH2:7][CH2:6][CH2:5][CH2:4][CH2:3]1.[C:25](C1C=CN=C(CN)C=1)([CH3:28])([CH3:27])[CH3:26], predict the reaction product. The product is: [C:25]([C:23]1[CH:22]=[CH:21][N:20]=[C:19]([CH2:18][NH:17][C:11]2[N:10]=[C:9]([NH:8][CH:2]3[CH2:3][CH2:4][CH2:5][CH2:6][CH2:7]3)[C:14]([CH3:15])=[C:13]([CH3:16])[N:12]=2)[CH:24]=1)([CH3:28])([CH3:27])[CH3:26].